Dataset: Forward reaction prediction with 1.9M reactions from USPTO patents (1976-2016). Task: Predict the product of the given reaction. (1) The product is: [C:18]([O:21][C:22]([NH:1][C@@H:2]([CH2:7][CH2:8][S:9][CH3:10])[C:3]([O:5][CH3:6])=[O:4])=[O:23])([CH3:20])([CH3:19])[CH3:17]. Given the reactants [NH2:1][C@@H:2]([CH2:7][CH2:8][S:9][CH3:10])[C:3]([O:5][CH3:6])=[O:4].C(=O)([O-])[O-].[Na+].[Na+].[CH3:17][C:18]([O:21][C:22](O[C:22]([O:21][C:18]([CH3:20])([CH3:19])[CH3:17])=[O:23])=[O:23])([CH3:20])[CH3:19], predict the reaction product. (2) The product is: [C:7]1([C:1]2[CH:2]=[CH:3][CH:4]=[CH:5][CH:6]=2)[CH:8]=[CH:9][C:10]([O:13][P:22]2[O:26][C:25]([C:33]3[CH:38]=[CH:37][CH:36]=[CH:35][CH:34]=3)([C:27]3[CH:28]=[CH:29][CH:30]=[CH:31][CH:32]=3)[C:24]([C:39]3[CH:40]=[CH:41][CH:42]=[CH:43][CH:44]=3)([C:45]3[CH:46]=[CH:47][CH:48]=[CH:49][CH:50]=3)[O:23]2)=[CH:11][CH:12]=1. Given the reactants [C:1]1([C:7]2[CH:12]=[CH:11][C:10]([OH:13])=[CH:9][CH:8]=2)[CH:6]=[CH:5][CH:4]=[CH:3][CH:2]=1.C(N(CC)CC)C.Cl[P:22]1[O:26][C:25]([C:33]2[CH:38]=[CH:37][CH:36]=[CH:35][CH:34]=2)([C:27]2[CH:32]=[CH:31][CH:30]=[CH:29][CH:28]=2)[C:24]([C:45]2[CH:50]=[CH:49][CH:48]=[CH:47][CH:46]=2)([C:39]2[CH:44]=[CH:43][CH:42]=[CH:41][CH:40]=2)[O:23]1, predict the reaction product. (3) Given the reactants Br[CH2:2][CH:3]1[CH2:8][CH2:7][CH2:6][CH2:5][N:4]1[CH2:9][C:10]1[CH:15]=[CH:14][CH:13]=[CH:12][CH:11]=1.[F:16][C:17]1[CH:22]=[CH:21][C:20]([C:23]2[CH:27]=[CH:26][NH:25][N:24]=2)=[CH:19][CH:18]=1, predict the reaction product. The product is: [CH2:9]([N:4]1[CH2:5][CH2:6][CH2:7][CH2:8][CH:3]1[CH2:2][N:25]1[CH:26]=[CH:27][C:23]([C:20]2[CH:21]=[CH:22][C:17]([F:16])=[CH:18][CH:19]=2)=[N:24]1)[C:10]1[CH:15]=[CH:14][CH:13]=[CH:12][CH:11]=1. (4) Given the reactants C(N(CC)CC)C.Cl[C:9]([O:11][C:12]1[CH:17]=[CH:16][CH:15]=[CH:14][CH:13]=1)=[O:10].[C:18]([NH:22][C:23]([C:25]1[CH:29]=[C:28]([C:30]2[CH:35]=[CH:34][C:33]([CH2:36][NH2:37])=[CH:32][N:31]=2)[N:27]([C:38]2[CH:43]=[CH:42][CH:41]=[CH:40][CH:39]=2)[N:26]=1)=[O:24])([CH3:21])([CH3:20])[CH3:19].CO, predict the reaction product. The product is: [C:18]([NH:22][C:23]([C:25]1[CH:29]=[C:28]([C:30]2[N:31]=[CH:32][C:33]([CH2:36][NH:37][C:9](=[O:10])[O:11][C:12]3[CH:17]=[CH:16][CH:15]=[CH:14][CH:13]=3)=[CH:34][CH:35]=2)[N:27]([C:38]2[CH:43]=[CH:42][CH:41]=[CH:40][CH:39]=2)[N:26]=1)=[O:24])([CH3:21])([CH3:19])[CH3:20]. (5) Given the reactants C(=O)([O-])[O-].[K+].[K+].[CH2:7]([O:9][C:10]1[CH:23]=[CH:22][C:13](/[CH:14]=[C:15]2/[C:16](=[O:21])[NH:17][C:18](=[O:20])[S:19]/2)=[CH:12][CH:11]=1)[CH3:8].Br[CH2:25][CH2:26][CH3:27], predict the reaction product. The product is: [CH2:7]([O:9][C:10]1[CH:23]=[CH:22][C:13](/[CH:14]=[C:15]2/[C:16](=[O:21])[N:17]([CH2:25][CH2:26][CH3:27])[C:18](=[O:20])[S:19]/2)=[CH:12][CH:11]=1)[CH3:8].